Dataset: NCI-60 drug combinations with 297,098 pairs across 59 cell lines. Task: Regression. Given two drug SMILES strings and cell line genomic features, predict the synergy score measuring deviation from expected non-interaction effect. (1) Drug 1: CS(=O)(=O)CCNCC1=CC=C(O1)C2=CC3=C(C=C2)N=CN=C3NC4=CC(=C(C=C4)OCC5=CC(=CC=C5)F)Cl. Drug 2: B(C(CC(C)C)NC(=O)C(CC1=CC=CC=C1)NC(=O)C2=NC=CN=C2)(O)O. Cell line: 786-0. Synergy scores: CSS=26.4, Synergy_ZIP=0.133, Synergy_Bliss=-5.14, Synergy_Loewe=-11.1, Synergy_HSA=-11.0. (2) Drug 1: CCC1=CC2CC(C3=C(CN(C2)C1)C4=CC=CC=C4N3)(C5=C(C=C6C(=C5)C78CCN9C7C(C=CC9)(C(C(C8N6C)(C(=O)OC)O)OC(=O)C)CC)OC)C(=O)OC.C(C(C(=O)O)O)(C(=O)O)O. Drug 2: CC1C(C(CC(O1)OC2CC(CC3=C2C(=C4C(=C3O)C(=O)C5=CC=CC=C5C4=O)O)(C(=O)C)O)N)O. Cell line: K-562. Synergy scores: CSS=26.7, Synergy_ZIP=-2.24, Synergy_Bliss=-0.327, Synergy_Loewe=-5.89, Synergy_HSA=1.60. (3) Cell line: DU-145. Drug 1: C1=CC(=CC=C1CCC2=CNC3=C2C(=O)NC(=N3)N)C(=O)NC(CCC(=O)O)C(=O)O. Drug 2: CS(=O)(=O)OCCCCOS(=O)(=O)C. Synergy scores: CSS=20.3, Synergy_ZIP=-3.34, Synergy_Bliss=3.81, Synergy_Loewe=-11.8, Synergy_HSA=3.96. (4) Drug 1: CC1=C(C=C(C=C1)NC2=NC=CC(=N2)N(C)C3=CC4=NN(C(=C4C=C3)C)C)S(=O)(=O)N.Cl. Drug 2: COC1=NC(=NC2=C1N=CN2C3C(C(C(O3)CO)O)O)N. Cell line: SF-539. Synergy scores: CSS=7.54, Synergy_ZIP=-4.04, Synergy_Bliss=-4.22, Synergy_Loewe=-8.14, Synergy_HSA=-4.63.